This data is from Forward reaction prediction with 1.9M reactions from USPTO patents (1976-2016). The task is: Predict the product of the given reaction. Given the reactants Br[C:2]([CH3:26])([CH3:25])[C:3]([C:5]1[CH:10]=[CH:9][C:8]([C:11]23[CH2:19][CH2:18][C:15]([CH2:20][C:21]([O:23][CH3:24])=[O:22])([CH2:16][CH2:17]2)[CH2:14][CH2:13][CH2:12]3)=[CH:7][CH:6]=1)=O.[NH2:27][C:28]1[C:29]([OH:35])=[N:30][CH:31]=[N:32][C:33]=1[NH2:34].Cl, predict the reaction product. The product is: [NH2:34][C:33]1[C:28]2[N:27]=[C:3]([C:5]3[CH:10]=[CH:9][C:8]([C:11]45[CH2:19][CH2:18][C:15]([CH2:20][C:21]([O:23][CH3:24])=[O:22])([CH2:16][CH2:17]4)[CH2:14][CH2:13][CH2:12]5)=[CH:7][CH:6]=3)[C:2]([CH3:26])([CH3:25])[O:35][C:29]=2[N:30]=[CH:31][N:32]=1.